From a dataset of Forward reaction prediction with 1.9M reactions from USPTO patents (1976-2016). Predict the product of the given reaction. (1) Given the reactants [Cl:1][C:2]1[C:3]([CH2:16][O:17][C:18]2[CH:19]=[N:20][C:21]([CH:25]3[CH2:27][CH2:26]3)=[C:22]([Cl:24])[CH:23]=2)=[CH:4][C:5]([F:15])=[C:6]([CH:14]=1)[C:7]([O:9]C(C)(C)C)=[O:8].C(O)(C(F)(F)F)=O, predict the reaction product. The product is: [Cl:1][C:2]1[C:3]([CH2:16][O:17][C:18]2[CH:19]=[N:20][C:21]([CH:25]3[CH2:27][CH2:26]3)=[C:22]([Cl:24])[CH:23]=2)=[CH:4][C:5]([F:15])=[C:6]([CH:14]=1)[C:7]([OH:9])=[O:8]. (2) Given the reactants [Li]CCCC.[CH3:6][C@@H:7]([CH2:16][C:17]#[CH:18])[CH2:8][O:9][CH:10]1[CH2:15][CH2:14][CH2:13][CH2:12][O:11]1.[CH:19](=[O:21])[CH3:20].[NH4+].[Cl-], predict the reaction product. The product is: [CH3:6][C@H:7]([CH2:8][O:9][CH:10]1[CH2:15][CH2:14][CH2:13][CH2:12][O:11]1)[CH2:16][C:17]#[C:18][CH:19]([OH:21])[CH3:20]. (3) Given the reactants [CH3:1][C:2]1[C:6]([C:7]2[CH:19]=[C:18]([C:20]([NH2:22])=[O:21])[C:17]3[C:16]4[C:11](=[CH:12][C:13]([C:23](O)([CH3:25])[CH3:24])=[CH:14][CH:15]=4)[N:10]([C@H:27]([C:34]4[CH:39]=[CH:38][CH:37]=[CH:36][CH:35]=4)[CH:28]4[CH2:33][CH2:32][O:31][CH2:30][CH2:29]4)[C:9]=3[CH:8]=2)=[C:5]([CH3:40])[O:4][N:3]=1.C([SiH](CC)CC)C.C(O)(C(F)(F)F)=O, predict the reaction product. The product is: [CH3:40][C:5]1[O:4][N:3]=[C:2]([CH3:1])[C:6]=1[C:7]1[CH:19]=[C:18]([C:20]([NH2:22])=[O:21])[C:17]2[C:16]3[C:11](=[CH:12][C:13]([CH:23]([CH3:25])[CH3:24])=[CH:14][CH:15]=3)[N:10]([C@@H:27]([CH:28]3[CH2:33][CH2:32][O:31][CH2:30][CH2:29]3)[C:34]3[CH:35]=[CH:36][CH:37]=[CH:38][CH:39]=3)[C:9]=2[CH:8]=1. (4) Given the reactants [Br:1][C:2]1[CH:7]=[CH:6][C:5](I)=[C:4]([O:9][CH3:10])[CH:3]=1.C([C:13](CC)([C:17]([O-:19])=[O:18])[C:14]([O-:16])=[O:15])C.C(=O)([O-])[O-].[Cs+].[Cs+].N1C=CC=[CH:30][C:29]=1C(O)=O.O1CCO[CH2:39][CH2:38]1, predict the reaction product. The product is: [Br:1][C:2]1[CH:7]=[CH:6][C:5]([CH:13]([C:17]([O:19][CH2:38][CH3:39])=[O:18])[C:14]([O:16][CH2:29][CH3:30])=[O:15])=[C:4]([O:9][CH3:10])[CH:3]=1. (5) Given the reactants [Br:1][C:2]1[CH:3]=[C:4]2[C:10](I)=[CH:9][N:8]([S:12]([C:15]3[CH:21]=[CH:20][C:18]([CH3:19])=[CH:17][CH:16]=3)(=[O:14])=[O:13])[C:5]2=[N:6][CH:7]=1.[CH3:22][O:23][C:24]1[CH:44]=[CH:43][C:27]([CH2:28][N:29]2[CH:33]=[C:32](B3OC(C)(C)C(C)(C)O3)[CH:31]=[N:30]2)=[CH:26][CH:25]=1.C(=O)([O-])[O-].[Na+].[Na+], predict the reaction product. The product is: [Br:1][C:2]1[CH:3]=[C:4]2[C:10]([C:32]3[CH:31]=[N:30][N:29]([CH2:28][C:27]4[CH:43]=[CH:44][C:24]([O:23][CH3:22])=[CH:25][CH:26]=4)[CH:33]=3)=[CH:9][N:8]([S:12]([C:15]3[CH:21]=[CH:20][C:18]([CH3:19])=[CH:17][CH:16]=3)(=[O:14])=[O:13])[C:5]2=[N:6][CH:7]=1. (6) Given the reactants C[N:2]1[C:6]([NH:7][C:8]([O:10][C@@H:11]([C:13]2[CH:18]=[CH:17][CH:16]=[CH:15][CH:14]=2)[CH3:12])=[O:9])=[C:5]([C:19]2[CH:24]=[CH:23][C:22]([C:25]3[CH:30]=[CH:29][C:28]([C:31]4([C:34]([OH:36])=[O:35])[CH2:33][CH2:32]4)=[CH:27][CH:26]=3)=[CH:21][CH:20]=2)[N:4]=[N:3]1.Br[C:38]1C=CC(C2N(C)N=NC=2C(O)=O)=CC=1, predict the reaction product. The product is: [CH3:38][N:4]1[C:5]([C:19]2[CH:20]=[CH:21][C:22]([C:25]3[CH:30]=[CH:29][C:28]([C:31]4([C:34]([OH:36])=[O:35])[CH2:33][CH2:32]4)=[CH:27][CH:26]=3)=[CH:23][CH:24]=2)=[C:6]([NH:7][C:8]([O:10][C@@H:11]([C:13]2[CH:14]=[CH:15][CH:16]=[CH:17][CH:18]=2)[CH3:12])=[O:9])[N:2]=[N:3]1.